Predict the reactants needed to synthesize the given product. From a dataset of Full USPTO retrosynthesis dataset with 1.9M reactions from patents (1976-2016). (1) Given the product [Cl:40][C:39]1[CH:38]=[CH:37][CH:36]=[C:35]([Cl:41])[C:34]=1[NH:33][C:32]([N:28]1[CH2:27][C:9]2[C:8](=[N:7][NH:6][C:10]=2[NH:11][C:12](=[O:26])[C:13]2[CH:14]=[CH:15][C:16]([N:19]3[CH2:20][CH2:21][N:22]([CH3:25])[CH2:23][CH2:24]3)=[CH:17][CH:18]=2)[C:29]1([CH3:31])[CH3:30])=[O:42], predict the reactants needed to synthesize it. The reactants are: C(OC([N:6]1[C:10]([NH:11][C:12](=[O:26])[C:13]2[CH:18]=[CH:17][C:16]([N:19]3[CH2:24][CH2:23][N:22]([CH3:25])[CH2:21][CH2:20]3)=[CH:15][CH:14]=2)=[C:9]2[CH2:27][N:28]([C:32](=[O:42])[NH:33][C:34]3[C:39]([Cl:40])=[CH:38][CH:37]=[CH:36][C:35]=3[Cl:41])[C:29]([CH3:31])([CH3:30])[C:8]2=[N:7]1)=O)C. (2) The reactants are: [F:1][C:2]([F:27])([F:26])[CH2:3][N:4]1[C:8]2[N:9]=[C:10]([C:19]3[CH:25]=[CH:24][C:22]([NH2:23])=[CH:21][CH:20]=3)[N:11]=[C:12]([N:13]3[CH2:18][CH2:17][O:16][CH2:15][CH2:14]3)[C:7]=2[CH:6]=[CH:5]1.ClC(Cl)(O[C:32](=[O:38])OC(Cl)(Cl)Cl)Cl.[CH2:40]([CH2:42][NH2:43])[OH:41]. Given the product [OH:41][CH2:40][CH2:42][NH:43][C:32]([NH:23][C:22]1[CH:24]=[CH:25][C:19]([C:10]2[N:11]=[C:12]([N:13]3[CH2:18][CH2:17][O:16][CH2:15][CH2:14]3)[C:7]3[CH:6]=[CH:5][N:4]([CH2:3][C:2]([F:26])([F:1])[F:27])[C:8]=3[N:9]=2)=[CH:20][CH:21]=1)=[O:38], predict the reactants needed to synthesize it. (3) Given the product [CH:1]12[CH2:8][CH:7]3[N:6]([C:10]([O:12][CH:13]4[CH2:18][CH2:17][CH2:16][N:15]([C:19]5[CH:24]=[CH:23][C:22]([N:25]6[CH2:29][CH2:30][CH2:31][CH2:32][C:33]6=[O:34])=[CH:21][C:20]=5[F:26])[CH2:14]4)=[O:11])[CH:5]([CH2:4][CH:3]([CH2:9]3)[O:2]1)[CH2:27]2, predict the reactants needed to synthesize it. The reactants are: [CH:1]12[CH2:27][CH:5]3[N:6]([C:10]([O:12][CH:13]4[CH2:18][CH2:17][CH2:16][N:15]([C:19]5[CH:24]=[CH:23][C:22]([NH2:25])=[CH:21][C:20]=5[F:26])[CH2:14]4)=[O:11])[CH:7]([CH2:9][CH:3]([CH2:4]3)[O:2]1)[CH2:8]2.Br[CH2:29][CH2:30][CH2:31][CH2:32][C:33](Cl)=[O:34].CC(C)([O-])C.[K+]. (4) The reactants are: [F:1][CH:2]([F:24])[O:3][C:4]1[CH:5]=[C:6]([N:10]2[CH:15]=[CH:14][C:13](=[O:16])[C:12]([C:17](=O)/[CH:18]=[CH:19]/[N:20](C)C)=[N:11]2)[CH:7]=[CH:8][CH:9]=1.[NH:25]([C:27]1[CH:32]=[CH:31][N:30]=[C:29]([Cl:33])[CH:28]=1)N. Given the product [Cl:33][C:29]1[CH:28]=[C:27]([N:25]2[C:17]([C:12]3[C:13](=[O:16])[CH:14]=[CH:15][N:10]([C:6]4[CH:7]=[CH:8][CH:9]=[C:4]([O:3][CH:2]([F:24])[F:1])[CH:5]=4)[N:11]=3)=[CH:18][CH:19]=[N:20]2)[CH:32]=[CH:31][N:30]=1, predict the reactants needed to synthesize it. (5) Given the product [ClH:23].[Br:1][C:2]1[CH:11]=[C:10]2[C:5]([CH:6]=[CH:7][N+:8]([O-:35])=[CH:9]2)=[CH:4][CH:3]=1, predict the reactants needed to synthesize it. The reactants are: [Br:1][C:2]1[CH:11]=[C:10]2[C:5]([CH:6]=[CH:7][N:8]=[CH:9]2)=[CH:4][CH:3]=1.BrC1C=CC=C2C=1C=CN=C2.[ClH:23].BrC1C=C2C(=CC=1)C=[N+]([O-:35])C=C2.Cl.BrC1C=CC=C2C=1C=C[N+]([O-])=C2. (6) Given the product [C:28]([O:27][C:25]([NH:24][C:20]1([C:17]2[CH:16]=[CH:15][C:14]([C:12]3[N:13]=[C:8]4[CH:7]=[CH:6][C:5]([C:3]([OH:4])=[O:2])=[CH:10][N:9]4[C:11]=3[C:32]3[CH:37]=[CH:36][CH:35]=[CH:34][CH:33]=3)=[CH:19][CH:18]=2)[CH2:21][CH2:22][CH2:23]1)=[O:26])([CH3:31])([CH3:29])[CH3:30], predict the reactants needed to synthesize it. The reactants are: C[O:2][C:3]([C:5]1[CH:6]=[CH:7][C:8]2[N:9]([C:11]([C:32]3[CH:37]=[CH:36][CH:35]=[CH:34][CH:33]=3)=[C:12]([C:14]3[CH:19]=[CH:18][C:17]([C:20]4([NH:24][C:25]([O:27][C:28]([CH3:31])([CH3:30])[CH3:29])=[O:26])[CH2:23][CH2:22][CH2:21]4)=[CH:16][CH:15]=3)[N:13]=2)[CH:10]=1)=[O:4].[OH-].[Na+].Cl.